This data is from Catalyst prediction with 721,799 reactions and 888 catalyst types from USPTO. The task is: Predict which catalyst facilitates the given reaction. The catalyst class is: 83. Product: [Br:23][C:16]1[CH:15]=[C:14]([S:11]([NH:10][C:9]2[CH:8]=[CH:7][S:6][C:5]=2[C:3]([OH:4])=[O:2])(=[O:12])=[O:13])[C:22]2[O:21][CH2:20][CH2:19][C:18]=2[CH:17]=1. Reactant: C[O:2][C:3]([C:5]1[S:6][CH:7]=[CH:8][C:9]=1[NH:10][S:11]([C:14]1[C:22]2[O:21][CH2:20][CH2:19][C:18]=2[CH:17]=[C:16]([Br:23])[CH:15]=1)(=[O:13])=[O:12])=[O:4].[OH-].[Li+].